This data is from Forward reaction prediction with 1.9M reactions from USPTO patents (1976-2016). The task is: Predict the product of the given reaction. (1) The product is: [OH:15][CH2:14][C:10]1[CH:9]=[C:8]([S:7][C:17]2[CH:18]=[N:19][CH:20]=[C:21]([CH:24]=2)[C:22]#[N:23])[CH:13]=[CH:12][CH:11]=1. Given the reactants C([O-])([O-])=O.[K+].[K+].[SH:7][C:8]1[CH:9]=[C:10]([CH2:14][OH:15])[CH:11]=[CH:12][CH:13]=1.Br[C:17]1[CH:18]=[N:19][CH:20]=[C:21]([CH:24]=1)[C:22]#[N:23], predict the reaction product. (2) Given the reactants [CH3:1][NH:2][CH:3]([CH2:5]/[CH:6]=[CH:7]/[C:8]1[CH:9]=[N:10][CH:11]=[CH:12][CH:13]=1)[CH3:4].[Na].C(C1C=CC=CC=1)(=O)C1C=CC=CC=1.[C:29](O[C:29]([O:31][C:32]([CH3:35])([CH3:34])[CH3:33])=[O:30])([O:31][C:32]([CH3:35])([CH3:34])[CH3:33])=[O:30], predict the reaction product. The product is: [CH3:1][N:2]([C:29]([O:31][C:32]([CH3:35])([CH3:34])[CH3:33])=[O:30])[CH:3]([CH2:5]/[CH:6]=[CH:7]/[C:8]1[CH:9]=[N:10][CH:11]=[CH:12][CH:13]=1)[CH3:4]. (3) Given the reactants [F:1][C:2]([F:9])([F:8])[C:3]1[CH:7]=[CH:6][NH:5][N:4]=1.[Cl:10][C:11]1[CH:18]=[C:17](F)[CH:16]=[CH:15][C:12]=1[C:13]#[N:14].C(=O)([O-])[O-].[K+].[K+].O, predict the reaction product. The product is: [Cl:10][C:11]1[CH:18]=[C:17]([C:7]2[C:3]([C:2]([F:9])([F:8])[F:1])=[N:4][NH:5][CH:6]=2)[CH:16]=[CH:15][C:12]=1[C:13]#[N:14]. (4) Given the reactants [CH3:1][C:2]1[C:3]([NH:26][C:27](=[O:39])[CH2:28][C:29]2[CH:34]=[CH:33][C:32]([C:35]([F:38])([F:37])[F:36])=[CH:31][CH:30]=2)=[C:4]2[C:9](=[CH:10][CH:11]=1)[CH2:8][N:7]([C:12]([C@H:14]1[CH2:18][CH2:17][CH2:16][N:15]1C(OC(C)(C)C)=O)=[O:13])[CH2:6][CH2:5]2.Cl, predict the reaction product. The product is: [CH3:1][C:2]1[C:3]([NH:26][C:27](=[O:39])[CH2:28][C:29]2[CH:30]=[CH:31][C:32]([C:35]([F:37])([F:38])[F:36])=[CH:33][CH:34]=2)=[C:4]2[C:9](=[CH:10][CH:11]=1)[CH2:8][N:7]([C:12]([C@H:14]1[CH2:18][CH2:17][CH2:16][NH:15]1)=[O:13])[CH2:6][CH2:5]2. (5) Given the reactants [C:1]([CH:3]([N:7]=[N:8][C:9]1[CH:14]=[CH:13][CH:12]=[C:11]([I:15])[CH:10]=1)[C:4]([NH2:6])=[O:5])#[N:2].[Al+3].[Cl-].[Cl-].[Cl-].Cl, predict the reaction product. The product is: [NH2:2][C:1]1[C:14]2[C:9](=[CH:10][C:11]([I:15])=[CH:12][CH:13]=2)[N:8]=[N:7][C:3]=1[C:4]([NH2:6])=[O:5].